From a dataset of Full USPTO retrosynthesis dataset with 1.9M reactions from patents (1976-2016). Predict the reactants needed to synthesize the given product. Given the product [CH3:1][O:2][C:3]1[CH:8]=[CH:7][C:6]([O:9][CH3:10])=[CH:5][C:4]=1[CH2:11][CH2:12][C:13]1[S:53][C:40]([C:38]2[CH:37]=[CH:36][C:35]3[NH:31][CH:32]=[N:33][C:34]=3[CH:39]=2)=[N:42][N:43]=1, predict the reactants needed to synthesize it. The reactants are: [CH3:1][O:2][C:3]1[CH:8]=[CH:7][C:6]([O:9][CH3:10])=[CH:5][C:4]=1[CH2:11][CH2:12][C:13](O)=O.C1CCC(N=C=NC2CCCCC2)CC1.[N:31]1[C:35]2[CH:36]=[CH:37][C:38]([C:40]([NH:42][NH2:43])=O)=[CH:39][C:34]=2[NH:33][CH:32]=1.COC1C=CC(P2(SP(C3C=CC(OC)=CC=3)(=S)S2)=[S:53])=CC=1.